This data is from Reaction yield outcomes from USPTO patents with 853,638 reactions. The task is: Predict the reaction yield, written as a fraction of the theoretical maximum amount of product (1.0 means a 100% yield; for example, 0.34 means a 34% yield). (1) The reactants are [H-].[Na+].[CH:3]([SH:6])([CH3:5])[CH3:4].[H][H].Cl[C:10]1[CH:15]=[C:14]([C:16]2[C:21]([Cl:22])=[CH:20][C:19]([C:23]([F:26])([F:25])[F:24])=[CH:18][C:17]=2[Cl:27])[CH:13]=[CH:12][C:11]=1[N+:28]([O-:30])=[O:29]. The catalyst is CN(C)C=O. The product is [CH:3]([S:6][C:12]1[CH:13]=[C:14]([C:16]2[C:21]([Cl:22])=[CH:20][C:19]([C:23]([F:26])([F:24])[F:25])=[CH:18][C:17]=2[Cl:27])[CH:15]=[CH:10][C:11]=1[N+:28]([O-:30])=[O:29])([CH3:5])[CH3:4]. The yield is 0.900. (2) The reactants are [Cl:1][C:2]1[CH:7]=[CH:6][C:5]([CH2:8][C:9]([NH:11][C:12]2[S:13][C:14]3[CH:20]=[C:19]([C:21](O)=[O:22])[CH:18]=[CH:17][C:15]=3[N:16]=2)=[O:10])=[C:4]([F:24])[CH:3]=1.[NH2:25][C:26]1[CH:35]=[CH:34][C:29]2[NH:30][C:31](=[O:33])[O:32][C:28]=2[CH:27]=1.CCN=C=NCCCN(C)C.C1C=CC2N(O)N=NC=2C=1. The catalyst is CN(C=O)C. The product is [O:33]=[C:31]1[NH:30][C:29]2[CH:34]=[CH:35][C:26]([NH:25][C:21]([C:19]3[CH:18]=[CH:17][C:15]4[N:16]=[C:12]([NH:11][C:9](=[O:10])[CH2:8][C:5]5[CH:6]=[CH:7][C:2]([Cl:1])=[CH:3][C:4]=5[F:24])[S:13][C:14]=4[CH:20]=3)=[O:22])=[CH:27][C:28]=2[O:32]1. The yield is 0.240. (3) The reactants are [C:1]([C:5]1[CH:13]=[CH:12][C:8]([C:9](Cl)=[O:10])=[CH:7][CH:6]=1)([CH3:4])([CH3:3])[CH3:2].[CH3:14][O:15][C:16]1[CH:31]=[CH:30][C:19]([C:20]([NH:22][C:23]2[CH:24]=[N:25][CH:26]=[CH:27][C:28]=2[NH2:29])=[O:21])=[CH:18][CH:17]=1. No catalyst specified. The product is [C:1]([C:5]1[CH:13]=[CH:12][C:8]([C:9]([NH:29][C:28]2[CH:27]=[CH:26][N:25]=[CH:24][C:23]=2[NH:22][C:20](=[O:21])[C:19]2[CH:18]=[CH:17][C:16]([O:15][CH3:14])=[CH:31][CH:30]=2)=[O:10])=[CH:7][CH:6]=1)([CH3:4])([CH3:3])[CH3:2]. The yield is 0.490. (4) The reactants are [C:1]([O:5][C:6]([NH:8][C@H:9]1[CH2:17][O:16][C:15](=[O:18])[C@H:14]([CH2:19]C(O)=O)[C@@H:13]([O:23][C:24](=[O:28])[CH:25]([CH3:27])[CH3:26])[C@H:12]([CH3:29])[O:11][C:10]1=[O:30])=[O:7])([CH3:4])([CH3:3])[CH3:2].CN1CCOCC1.C(OC(Cl)=O)C(C)C.[SH:46][C:47]1[CH:52]=[CH:51][CH:50]=[CH:49][N+:48]=1[O-].[Al]. The catalyst is C1COCC1. The product is [C:24]([O:23][C@@H:13]1[C@@H:14]([CH2:19][S:46][C:47]2[CH:52]=[CH:51][CH:50]=[CH:49][N:48]=2)[C:15](=[O:18])[O:16][CH2:17][C@H:9]([NH:8][C:6]([O:5][C:1]([CH3:3])([CH3:2])[CH3:4])=[O:7])[C:10](=[O:30])[O:11][C@H:12]1[CH3:29])(=[O:28])[CH:25]([CH3:27])[CH3:26]. The yield is 0.290. (5) The reactants are [CH:1]1([C:4]2[C:5]([O:15][C@@H:16]3[CH2:21][CH2:20][CH2:19][NH:18][CH2:17]3)=[CH:6][C:7]([F:14])=[C:8]([CH:13]=2)[C:9]([O:11][CH3:12])=[O:10])[CH2:3][CH2:2]1.[F:22][C:23]1[CH:28]=[CH:27][C:26](B(O)O)=[CH:25][CH:24]=1.C(N(CC)CC)C. The catalyst is ClCCl.C([O-])(=O)C.[Cu+2].C([O-])(=O)C. The product is [CH:1]1([C:4]2[C:5]([O:15][C@@H:16]3[CH2:21][CH2:20][CH2:19][N:18]([C:26]4[CH:27]=[CH:28][C:23]([F:22])=[CH:24][CH:25]=4)[CH2:17]3)=[CH:6][C:7]([F:14])=[C:8]([CH:13]=2)[C:9]([O:11][CH3:12])=[O:10])[CH2:2][CH2:3]1. The yield is 0.580.